Predict the product of the given reaction. From a dataset of Forward reaction prediction with 1.9M reactions from USPTO patents (1976-2016). (1) Given the reactants CCCCCCCC/C=C\[CH2:11][CH2:12][CH2:13][CH2:14][CH2:15][CH2:16][CH2:17][C:18]([O:20]C[C@@H](O)[C@H]1OC[C@H](O)[C@H]1O)=[O:19].CCC(COC(C(N(CC[NH+](C)C)C)=O)(C1C=CC=CC=1)C1C=CC=CC=1)CC.[Cl-].C(O)CCC.C(O)CCCCC, predict the reaction product. The product is: [C:18]([OH:20])(=[O:19])[CH2:17][CH2:16][CH2:15][CH2:14][CH2:13][CH2:12][CH3:11]. (2) Given the reactants [NH2:1][C:2]1[N:7]=[C:6]([C:8]2[S:12][C:11]3[CH:13]=[CH:14][C:15]([NH:17][C:18]4[CH:19]=[C:20]([NH:24][C:25](=[O:41])[C:26]5[CH:31]=[CH:30][C:29](OCCN6CCOCC6)=[CH:28][CH:27]=5)[CH:21]=[CH:22][CH:23]=4)=[CH:16][C:10]=3[C:9]=2[CH3:42])[CH:5]=[CH:4][N:3]=1.[CH3:43][O:44][C:45](C1C=CC(C(O)=O)=CC=1)=[O:46].O1CCN(CCOC2C=CC(C(O)=O)=CC=2)CC1, predict the reaction product. The product is: [NH2:1][C:2]1[N:7]=[C:6]([C:8]2[S:12][C:11]3[CH:13]=[CH:14][C:15]([NH:17][C:18]4[CH:19]=[C:20]([NH:24][C:25]([C:26]5[CH:31]=[CH:30][C:29]([C:45]([O:44][CH3:43])=[O:46])=[CH:28][CH:27]=5)=[O:41])[CH:21]=[CH:22][CH:23]=4)=[CH:16][C:10]=3[C:9]=2[CH3:42])[CH:5]=[CH:4][N:3]=1. (3) Given the reactants OC1CN[C@H](CO)C1.[CH3:9][CH:10]([CH2:12][CH2:13][CH2:14][C@H:15]([C@@H:17]1[C@:35]2([CH3:36])[C@H:20]([C@H:21]3[C@H:32]([CH2:33][CH2:34]2)[C@:30]2([CH3:31])[C:24]([CH2:25][C@H:26]([CH2:28][CH2:29]2)[SH:27])=[CH:23][CH2:22]3)[CH2:19][CH2:18]1)[CH3:16])[CH3:11].C([O-])(=O)CCC([O-])=O.[N+](C1C=CC(SSC2C=CC([N+]([O-])=O)=CN=2)=NC=1)([O-])=O.C1(P(C2C=CC=CC=2)C2C=CC=CC=2)C=CC=CC=1, predict the reaction product. The product is: [CH3:11][CH:10]([CH2:12][CH2:13][CH2:14][C@H:15]([C@@H:17]1[C@:35]2([CH3:36])[C@H:20]([C@H:21]3[C@H:32]([CH2:33][CH2:34]2)[C@:30]2([CH3:31])[C:24]([CH2:25][C@H:26]([CH2:28][CH2:29]2)[SH:27])=[CH:23][CH2:22]3)[CH2:19][CH2:18]1)[CH3:16])[CH3:9]. (4) Given the reactants Cl[C:2]1[N:7]=[CH:6][C:5]([S:8]([C:11]2[N:15]([C:16]3[CH:21]=[CH:20][CH:19]=[C:18]([F:22])[C:17]=3[CH3:23])[N:14]=[C:13]([CH2:24][N:25]([CH3:33])[C:26](=[O:32])[O:27][C:28]([CH3:31])([CH3:30])[CH3:29])[CH:12]=2)(=[O:10])=[O:9])=[CH:4][CH:3]=1.[CH3:34][Mg]Br.C(OCC)C.O, predict the reaction product. The product is: [F:22][C:18]1[C:17]([CH3:23])=[C:16]([N:15]2[C:11]([S:8]([C:5]3[CH:6]=[N:7][C:2]([CH3:34])=[CH:3][CH:4]=3)(=[O:10])=[O:9])=[CH:12][C:13]([CH2:24][N:25]([CH3:33])[C:26](=[O:32])[O:27][C:28]([CH3:31])([CH3:30])[CH3:29])=[N:14]2)[CH:21]=[CH:20][CH:19]=1. (5) Given the reactants [N+:1]([C:4]1[CH:9]=[CH:8][C:7]([C:10]2[CH:15]=[CH:14][C:13]([C:16]([F:19])([F:18])[F:17])=[CH:12][CH:11]=2)=[CH:6][C:5]=1[NH:20][CH2:21][C:22](OC(C)(C)C)=[O:23])([O-])=O.[H][H].NC1C=CC=CC=1, predict the reaction product. The product is: [F:17][C:16]([F:19])([F:18])[C:13]1[CH:14]=[CH:15][C:10]([C:7]2[CH:6]=[C:5]3[C:4](=[CH:9][CH:8]=2)[NH:1][C:22](=[O:23])[CH2:21][NH:20]3)=[CH:11][CH:12]=1. (6) Given the reactants Cl[C:2]1[N:7]=[C:6]([NH:8][C:9]([C:11]2(C3C=CC4CCOC=4C=3)[CH2:13][CH2:12]2)=[O:10])[CH:5]=[CH:4][C:3]=1[CH3:23].[CH3:24][O:25][C:26]1[CH:31]=[CH:30][C:29](B(O)O)=[CH:28][N:27]=1, predict the reaction product. The product is: [CH3:24][O:25][C:26]1[CH:31]=[C:30]([C:2]2[C:3]([CH3:23])=[CH:4][CH:5]=[C:6]([NH:8][C:9]([CH:11]3[CH2:12][CH2:13]3)=[O:10])[N:7]=2)[CH:29]=[CH:28][N:27]=1. (7) Given the reactants [I-].[Br:2][C:3]1[CH:12]=[CH:11][C:10]([N+:13]([O-:15])=[O:14])=[C:9]2[C:4]=1[CH:5]=[CH:6][N+:7]([CH3:16])=[CH:8]2.[BH3-]C#N.[Na+], predict the reaction product. The product is: [Br:2][C:3]1[CH:12]=[CH:11][C:10]([N+:13]([O-:15])=[O:14])=[C:9]2[C:4]=1[CH2:5][CH2:6][N:7]([CH3:16])[CH2:8]2. (8) Given the reactants Br[CH2:2][C:3]([CH:5]1[CH2:10][CH2:9][CH:8]([NH:11][C:12](=[O:28])[O:13][CH2:14][CH:15]2[C:27]3[CH:26]=[CH:25][CH:24]=[CH:23][C:22]=3[C:21]3[C:16]2=[CH:17][CH:18]=[CH:19][CH:20]=3)[CH2:7][CH2:6]1)=O.[C:29]([NH2:32])(=[S:31])[CH3:30], predict the reaction product. The product is: [CH3:30][C:29]1[S:31][CH:2]=[C:3]([CH:5]2[CH2:6][CH2:7][CH:8]([NH:11][C:12](=[O:28])[O:13][CH2:14][CH:15]3[C:16]4[CH:17]=[CH:18][CH:19]=[CH:20][C:21]=4[C:22]4[C:27]3=[CH:26][CH:25]=[CH:24][CH:23]=4)[CH2:9][CH2:10]2)[N:32]=1. (9) The product is: [CH2:2]([O:9][C:10]1[CH:15]=[CH:14][C:13]([CH2:16][CH2:17][CH2:18][CH2:19][CH2:20][S:21]([Cl:27])(=[O:24])=[O:22])=[CH:12][CH:11]=1)[C:3]1[CH:8]=[CH:7][CH:6]=[CH:5][CH:4]=1. Given the reactants [Na+].[CH2:2]([O:9][C:10]1[CH:15]=[CH:14][C:13]([CH2:16][CH2:17][CH2:18][CH2:19][CH2:20][S:21]([O-:24])(=O)=[O:22])=[CH:12][CH:11]=1)[C:3]1[CH:8]=[CH:7][CH:6]=[CH:5][CH:4]=1.S(Cl)([Cl:27])=O.CN(C=O)C, predict the reaction product. (10) Given the reactants [CH3:1][C:2]1[C:3]([C:22](O)=[O:23])=[CH:4][C:5]2[C:6]3[N:15]([CH:16]4[CH2:21][CH2:20][O:19][CH2:18][CH2:17]4)[N:14]=[CH:13][C:7]=3[C:8](=[O:12])[NH:9][C:10]=2[CH:11]=1.[NH2:25][CH2:26][CH2:27][N:28]1[CH2:33][CH2:32][CH2:31][CH2:30][CH2:29]1.CCN(C(C)C)C(C)C.CN(C(ON1N=NC2C=CC=NC1=2)=[N+](C)C)C.F[P-](F)(F)(F)(F)F, predict the reaction product. The product is: [CH3:1][C:2]1[C:3]([C:22]([NH:25][CH2:26][CH2:27][N:28]2[CH2:33][CH2:32][CH2:31][CH2:30][CH2:29]2)=[O:23])=[CH:4][C:5]2[C:6]3[N:15]([CH:16]4[CH2:21][CH2:20][O:19][CH2:18][CH2:17]4)[N:14]=[CH:13][C:7]=3[C:8](=[O:12])[NH:9][C:10]=2[CH:11]=1.